This data is from Reaction yield outcomes from USPTO patents with 853,638 reactions. The task is: Predict the reaction yield, written as a fraction of the theoretical maximum amount of product (1.0 means a 100% yield; for example, 0.34 means a 34% yield). (1) The reactants are [C:1]1([CH3:15])[CH:6]=[CH:5][CH:4]=[CH:3][C:2]=1[C:7]1[N:12]=[CH:11][C:10]([CH2:13]O)=[CH:9][CH:8]=1.[BrH:16]. No catalyst specified. The product is [BrH:16].[Br:16][CH2:13][C:10]1[CH:9]=[CH:8][C:7]([C:2]2[CH:3]=[CH:4][CH:5]=[CH:6][C:1]=2[CH3:15])=[N:12][CH:11]=1. The yield is 0.950. (2) The reactants are [Br-].[CH:2]1([CH2:5][P+](C2C=CC=CC=2)(C2C=CC=CC=2)C2C=CC=CC=2)[CH2:4][CH2:3]1.C([Li])CCC.Cl[C:31]1[C:32]2[N:33]([CH:37]=[C:38]([C:40]3[CH:45]=[CH:44][C:43]([F:46])=[CH:42][CH:41]=3)[N:39]=2)[CH:34]=[CH:35][N:36]=1.C([O-])([O-])=O.[Na+].[Na+]. The catalyst is COCCOC.O. The product is [CH:2]1([CH2:5][C:31]2[C:32]3[N:33]([CH:37]=[C:38]([C:40]4[CH:45]=[CH:44][C:43]([F:46])=[CH:42][CH:41]=4)[N:39]=3)[CH:34]=[CH:35][N:36]=2)[CH2:4][CH2:3]1. The yield is 0.610.